Dataset: Reaction yield outcomes from USPTO patents with 853,638 reactions. Task: Predict the reaction yield, written as a fraction of the theoretical maximum amount of product (1.0 means a 100% yield; for example, 0.34 means a 34% yield). (1) The product is [CH2:1]([N:3]([CH2:36][CH3:37])[CH2:4][CH2:5][CH2:6][NH:7][C:8]1[N:9]=[C:10]([C:27]2[CH:35]=[CH:34][C:30]([C:31]([NH:46][CH:47]([CH3:52])[CH3:48])=[O:32])=[CH:29][CH:28]=2)[C:11]2[CH:17]=[CH:16][C:15](=[O:18])[N:14]([C:19]3[C:20]([F:26])=[CH:21][CH:22]=[CH:23][C:24]=3[F:25])[C:12]=2[N:13]=1)[CH3:2]. The catalyst is CN(C=O)C. The yield is 0.530. The reactants are [CH2:1]([N:3]([CH2:36][CH3:37])[CH2:4][CH2:5][CH2:6][NH:7][C:8]1[N:9]=[C:10]([C:27]2[CH:35]=[CH:34][C:30]([C:31](O)=[O:32])=[CH:29][CH:28]=2)[C:11]2[CH:17]=[CH:16][C:15](=[O:18])[N:14]([C:19]3[C:24]([F:25])=[CH:23][CH:22]=[CH:21][C:20]=3[F:26])[C:12]=2[N:13]=1)[CH3:2].CN(C(O[N:46]1N=N[C:48]2C=CC=[CH:52][C:47]1=2)=[N+](C)C)C.F[P-](F)(F)(F)(F)F.C(N(CC)CC)C.C(N)(C)C. (2) The reactants are [OH:1][C:2]1[C:3]([C:30]([NH:32][CH2:33][C:34]([O:36]CC)=[O:35])=[O:31])=[C:4]2[C:9](=[CH:10][C:11]=1[C:12]1[C:20]3[C:15](=[CH:16][CH:17]=[CH:18][CH:19]=3)[N:14](S(C3C=CC=CC=3)(=O)=O)[CH:13]=1)[N:8]=[CH:7][CH:6]=[N:5]2.[OH-].[Na+]. The catalyst is C(O)C. The product is [OH:1][C:2]1[C:3]([C:30]([NH:32][CH2:33][C:34]([OH:36])=[O:35])=[O:31])=[C:4]2[C:9](=[CH:10][C:11]=1[C:12]1[C:20]3[C:15](=[CH:16][CH:17]=[CH:18][CH:19]=3)[NH:14][CH:13]=1)[N:8]=[CH:7][CH:6]=[N:5]2. The yield is 0.488. (3) The reactants are C(OC(=O)[NH:7][C:8]([C:11]1[CH:16]=[CH:15][CH:14]=[C:13]([CH:17]2[CH2:19][CH2:18]2)[N:12]=1)([CH3:10])[CH3:9])(C)(C)C. The catalyst is Cl.CCOCC.CO. The product is [CH:17]1([C:13]2[N:12]=[C:11]([C:8]([NH2:7])([CH3:9])[CH3:10])[CH:16]=[CH:15][CH:14]=2)[CH2:19][CH2:18]1. The yield is 0.750.